This data is from Forward reaction prediction with 1.9M reactions from USPTO patents (1976-2016). The task is: Predict the product of the given reaction. (1) Given the reactants [Br:1][C:2]1[C:3]([CH:8]([C:11]2[CH:16]=[CH:15][CH:14]=[CH:13][CH:12]=2)[C:9]#[N:10])=[N:4][CH:5]=[CH:6][CH:7]=1.C1(C)C=C(C)C=C(C)C=1S(O[NH2:29])(=O)=O, predict the reaction product. The product is: [Br:1][C:2]1[C:3]2[N:4]([N:10]=[C:9]([NH2:29])[C:8]=2[C:11]2[CH:16]=[CH:15][CH:14]=[CH:13][CH:12]=2)[CH:5]=[CH:6][CH:7]=1. (2) Given the reactants [C:1]1([CH:7]([C:33]2[CH:38]=[CH:37][CH:36]=[CH:35][CH:34]=2)[C:8]2[S:12][C:11]([C:13]([NH:15][C@@H:16]([C:19]3[CH:24]=[CH:23][C:22]([NH:25][C:26](=[O:32])[O:27][C:28]([CH3:31])([CH3:30])[CH3:29])=[CH:21][CH:20]=3)[CH2:17][OH:18])=[O:14])=[CH:10][CH:9]=2)[CH:6]=[CH:5][CH:4]=[CH:3][CH:2]=1.C([O-])(O)=[O:40].[Na+].[Br-].[K+].CC1(C)N([O])C(C)(C)CCC1, predict the reaction product. The product is: [C:28]([O:27][C:26]([NH:25][C:22]1[CH:23]=[CH:24][C:19]([C@H:16]([NH:15][C:13]([C:11]2[S:12][C:8]([CH:7]([C:1]3[CH:2]=[CH:3][CH:4]=[CH:5][CH:6]=3)[C:33]3[CH:34]=[CH:35][CH:36]=[CH:37][CH:38]=3)=[CH:9][CH:10]=2)=[O:14])[C:17]([OH:40])=[O:18])=[CH:20][CH:21]=1)=[O:32])([CH3:31])([CH3:29])[CH3:30]. (3) Given the reactants C(OC([N:8]1[CH2:13][CH2:12][NH:11][C:10](=[O:14])[CH2:9]1)=O)(C)(C)C.[ClH:15].O1CCOC[CH2:17]1, predict the reaction product. The product is: [ClH:15].[CH3:17][N:11]1[CH2:12][CH2:13][NH:8][CH2:9][C:10]1=[O:14]. (4) Given the reactants [OH:1][CH:2]([CH3:7])[CH2:3][C:4]([O-:6])=[O:5].[OH:8][CH2:9][CH2:10][C:11]([O-:13])=[O:12].[OH:14][CH2:15][CH2:16][CH2:17][C:18]([O-:20])=[O:19].C[C:22]1(C)S[C@@H]2[C@H](NC([C@H](N)C3C=CC=CC=3)=O)C(=O)N2[C@H:23]1[C:41]([OH:43])=[O:42].C1C([C@@H](O)[C@H](NC(C(Cl)Cl)=O)C[OH:54])=CC=C([N+]([O-])=O)C=1, predict the reaction product. The product is: [OH:1][CH:2]([CH3:7])[CH2:3][C:4]([O-:6])=[O:5].[OH:8][CH2:9][CH2:10][C:11]([O-:13])=[O:12].[OH:14][CH2:15][CH2:16][CH2:17][C:18]([O-:20])=[O:19].[C:41]([O-:43])(=[O:42])[CH:23]([CH3:22])[OH:54]. (5) Given the reactants [Cl:1][C:2]1[CH:3]=[C:4]2[C:8](=[CH:9][CH:10]=1)[NH:7][C:6]([C:11](=[O:15])[CH:12]([CH3:14])[CH3:13])=[CH:5]2.[OH-].[K+].[CH2:18](Br)[C:19]1[CH:24]=[CH:23][CH:22]=[CH:21][CH:20]=1.O, predict the reaction product. The product is: [CH2:18]([N:7]1[C:8]2[C:4](=[CH:3][C:2]([Cl:1])=[CH:10][CH:9]=2)[CH:5]=[C:6]1[C:11](=[O:15])[CH:12]([CH3:13])[CH3:14])[C:19]1[CH:24]=[CH:23][CH:22]=[CH:21][CH:20]=1. (6) Given the reactants [F:1][C:2]([F:23])([C:17]1[CH:22]=[CH:21][CH:20]=[CH:19][CH:18]=1)[CH2:3][NH:4][C:5]1[C:6](=[O:16])[N:7]([CH2:12][CH2:13][CH2:14]Br)[C:8]([CH3:11])=[CH:9][N:10]=1.[NH2:24][C:25]1[CH:30]=[CH:29][N:28]=[CH:27][CH:26]=1.N1C(C)=CC=CC=1C, predict the reaction product. The product is: [F:1][C:2]([F:23])([C:17]1[CH:22]=[CH:21][CH:20]=[CH:19][CH:18]=1)[CH2:3][NH:4][C:5]1[C:6](=[O:16])[N:7]([CH2:12][CH2:13][CH2:14][C:27]2[CH:26]=[C:25]([NH2:24])[CH:30]=[CH:29][N:28]=2)[C:8]([CH3:11])=[CH:9][N:10]=1. (7) Given the reactants Cl[C:2]1[N:7]=[C:6]([C:8]([O:10][CH3:11])=[O:9])[CH:5]=[C:4]([CH3:12])[N:3]=1.[CH3:13][O-:14].[Na+], predict the reaction product. The product is: [CH3:13][O:14][C:2]1[N:7]=[C:6]([C:8]([O:10][CH3:11])=[O:9])[CH:5]=[C:4]([CH3:12])[N:3]=1. (8) Given the reactants [CH2:1]([O:8][C:9]1[CH:10]=[CH:11][C:12]([C@@H:20]([O:54][Si:55]([C:58]([CH3:61])([CH3:60])[CH3:59])([CH3:57])[CH3:56])[CH2:21][N:22]([C:47]([O:49][C:50]([CH3:53])([CH3:52])[CH3:51])=[O:48])[CH2:23][CH2:24][CH2:25][CH2:26][C:27]([NH:29][C:30]2[CH:31]=[C:32]([C:36]([OH:46])([C:40]3[CH:45]=[CH:44][CH:43]=[CH:42][CH:41]=3)[C:37]([OH:39])=[O:38])[CH:33]=[CH:34][CH:35]=2)=[O:28])=[C:13]2[C:18]=1[NH:17][C:16](=[O:19])[CH:15]=[CH:14]2)[C:2]1[CH:7]=[CH:6][CH:5]=[CH:4][CH:3]=1.[N:62]12[CH2:69][CH2:68][CH:65]([CH2:66][CH2:67]1)[C@@H:64](O)[CH2:63]2, predict the reaction product. The product is: [CH2:1]([O:8][C:9]1[CH:10]=[CH:11][C:12]([C@@H:20]([O:54][Si:55]([C:58]([CH3:61])([CH3:60])[CH3:59])([CH3:57])[CH3:56])[CH2:21][N:22]([C:47]([O:49][C:50]([CH3:53])([CH3:52])[CH3:51])=[O:48])[CH2:23][CH2:24][CH2:25][CH2:26][C:27]([NH:29][C:30]2[CH:31]=[C:32]([C:36]([OH:46])([C:40]3[CH:41]=[CH:42][CH:43]=[CH:44][CH:45]=3)[C:37]([O:39][C@@H:64]3[CH:65]4[CH2:68][CH2:69][N:62]([CH2:67][CH2:66]4)[CH2:63]3)=[O:38])[CH:33]=[CH:34][CH:35]=2)=[O:28])=[C:13]2[C:18]=1[NH:17][C:16](=[O:19])[CH:15]=[CH:14]2)[C:2]1[CH:7]=[CH:6][CH:5]=[CH:4][CH:3]=1. (9) Given the reactants [NH2:1][CH2:2][CH2:3][CH2:4][CH2:5][CH2:6][CH2:7][CH2:8][NH:9][C:10]1[C:11]2[C:16]([N:17]=[C:18]3[C:23]=1[CH2:22][CH2:21][CH2:20][CH2:19]3)=[CH:15][CH:14]=[CH:13][CH:12]=2.[CH2:24]=O.[CH3:26][O:27][C:28]1[CH:29]=[C:30]2[C:34](=[CH:35][C:36]=1[O:37][CH3:38])[C:33](=[O:39])[CH2:32][CH2:31]2.Cl, predict the reaction product. The product is: [NH3:1].[CH3:26][O:27][C:28]1[CH:29]=[C:30]2[C:34](=[CH:35][C:36]=1[O:37][CH3:38])[C:33](=[O:39])[CH:32]([CH2:24][NH:1][CH2:2][CH2:3][CH2:4][CH2:5][CH2:6][CH2:7][CH2:8][NH:9][C:10]1[C:11]3[C:16]([N:17]=[C:18]4[C:23]=1[CH2:22][CH2:21][CH2:20][CH2:19]4)=[CH:15][CH:14]=[CH:13][CH:12]=3)[CH2:31]2.